Dataset: Reaction yield outcomes from USPTO patents with 853,638 reactions. Task: Predict the reaction yield, written as a fraction of the theoretical maximum amount of product (1.0 means a 100% yield; for example, 0.34 means a 34% yield). (1) The yield is 0.810. The reactants are [CH:1]([PH:3](=[O:6])[CH:4]=[CH2:5])=[CH2:2].[CH2:7]([NH2:14])[C:8]1[CH:13]=[CH:12][CH:11]=[CH:10][CH:9]=1.[CH2:15]1[CH2:19]O[CH2:17][CH2:16]1. The catalyst is O. The product is [CH2:7]([N:14]1[CH2:5][CH2:4][P:3](=[O:6])([CH2:17][CH:16]2[CH2:19][CH2:15]2)[CH2:1][CH2:2]1)[C:8]1[CH:13]=[CH:12][CH:11]=[CH:10][CH:9]=1. (2) The reactants are [C:1]([O:5][C:6]([NH:8][C:9]1[CH:14]=[CH:13][CH:12]=[CH:11][C:10]=1[NH:15][C:16](=[O:24])[C:17]1[CH:22]=[CH:21][C:20](Br)=[CH:19][CH:18]=1)=[O:7])([CH3:4])([CH3:3])[CH3:2].[N:25]1[CH:30]=[CH:29][C:28](B(O)O)=[CH:27][CH:26]=1.C(=O)([O-])O.[Na+]. The catalyst is C1C=CC([P]([Pd]([P](C2C=CC=CC=2)(C2C=CC=CC=2)C2C=CC=CC=2)([P](C2C=CC=CC=2)(C2C=CC=CC=2)C2C=CC=CC=2)[P](C2C=CC=CC=2)(C2C=CC=CC=2)C2C=CC=CC=2)(C2C=CC=CC=2)C2C=CC=CC=2)=CC=1.C1COCC1. The product is [C:1]([O:5][C:6]([NH:8][C:9]1[CH:14]=[CH:13][CH:12]=[CH:11][C:10]=1[NH:15][C:16](=[O:24])[C:17]1[CH:22]=[CH:21][C:20]([C:28]2[CH:29]=[CH:30][N:25]=[CH:26][CH:27]=2)=[CH:19][CH:18]=1)=[O:7])([CH3:4])([CH3:3])[CH3:2]. The yield is 0.800. (3) The reactants are [C:1]([C:5]1[CH:10]=[CH:9][C:8]([C:11]2[C:12](=[O:18])[CH2:13][CH2:14][C:15]=2OC)=[CH:7][CH:6]=1)([CH3:4])([CH3:3])[CH3:2].P(Br)(Br)[Br:20]. The catalyst is ClCCCl. The product is [Br:20][C:15]1[CH2:14][CH2:13][C:12](=[O:18])[C:11]=1[C:8]1[CH:9]=[CH:10][C:5]([C:1]([CH3:4])([CH3:3])[CH3:2])=[CH:6][CH:7]=1. The yield is 0.680.